Dataset: NCI-60 drug combinations with 297,098 pairs across 59 cell lines. Task: Regression. Given two drug SMILES strings and cell line genomic features, predict the synergy score measuring deviation from expected non-interaction effect. (1) Drug 1: CN1CCC(CC1)COC2=C(C=C3C(=C2)N=CN=C3NC4=C(C=C(C=C4)Br)F)OC. Drug 2: C1=CC(=CC=C1C#N)C(C2=CC=C(C=C2)C#N)N3C=NC=N3. Cell line: SK-MEL-28. Synergy scores: CSS=0.0655, Synergy_ZIP=1.81, Synergy_Bliss=6.14, Synergy_Loewe=0.257, Synergy_HSA=1.60. (2) Drug 2: CC12CCC3C(C1CCC2=O)CC(=C)C4=CC(=O)C=CC34C. Synergy scores: CSS=53.0, Synergy_ZIP=1.70, Synergy_Bliss=-1.92, Synergy_Loewe=-25.9, Synergy_HSA=-4.60. Cell line: MOLT-4. Drug 1: C1CC(=O)NC(=O)C1N2CC3=C(C2=O)C=CC=C3N. (3) Drug 1: C1=C(C(=O)NC(=O)N1)F. Drug 2: CC12CCC3C(C1CCC2OP(=O)(O)O)CCC4=C3C=CC(=C4)OC(=O)N(CCCl)CCCl.[Na+]. Cell line: SK-MEL-2. Synergy scores: CSS=32.0, Synergy_ZIP=-5.98, Synergy_Bliss=-9.29, Synergy_Loewe=-6.44, Synergy_HSA=-6.24.